From a dataset of Full USPTO retrosynthesis dataset with 1.9M reactions from patents (1976-2016). Predict the reactants needed to synthesize the given product. (1) Given the product [C:1]([C:5]1[CH:10]=[CH:9][CH:8]=[CH:7][C:6]=1[O:11][C:32]1[CH:33]=[N:34][C:35]2[C:40]([CH:41]=1)=[CH:39][CH:38]=[CH:37][CH:36]=2)([CH3:4])([CH3:2])[CH3:3], predict the reactants needed to synthesize it. The reactants are: [C:1]([C:5]1[CH:10]=[CH:9][CH:8]=[CH:7][C:6]=1[OH:11])([CH3:4])([CH3:3])[CH3:2].C(=O)([O-])[O-].[Cs+].[Cs+].C(CC(=O)C(C)(C)C)(=O)C(C)(C)C.Br[C:32]1[CH:33]=[N:34][C:35]2[C:40]([CH:41]=1)=[CH:39][CH:38]=[CH:37][CH:36]=2. (2) Given the product [Cl:25][C:22]1[CH:23]=[CH:24][C:19]([C@@H:18]2[O:17][CH2:16][CH2:15][N:14]([C:27]([O:29][C:30]([CH3:33])([CH3:32])[CH3:31])=[O:28])[CH2:13][C@H:12]2[CH2:11][N:10]2[C:8](=[O:9])[C:3]3[C:2](=[CH:7][CH:6]=[CH:5][CH:4]=3)[NH:1][C:41]2=[O:42])=[CH:20][C:21]=1[F:26], predict the reactants needed to synthesize it. The reactants are: [NH2:1][C:2]1[CH:7]=[CH:6][CH:5]=[CH:4][C:3]=1[C:8]([NH:10][CH2:11][C@H:12]1[C@H:18]([C:19]2[CH:24]=[CH:23][C:22]([Cl:25])=[C:21]([F:26])[CH:20]=2)[O:17][CH2:16][CH2:15][N:14]([C:27]([O:29][C:30]([CH3:33])([CH3:32])[CH3:31])=[O:28])[CH2:13]1)=[O:9].C(N(CC)CC)C.[C:41](=O)(OC(Cl)(Cl)Cl)[O:42]C(Cl)(Cl)Cl.O. (3) Given the product [CH3:1][NH:2][C:3]1[CH:20]=[CH:19][C:6]([O:7][C:8]2[CH:13]=[CH:12][N:11]=[C:10]([NH:14][C:15](=[O:18])[CH2:16][N:29]3[CH2:30][CH2:31][N:26]([CH2:24][CH3:25])[CH2:27][CH2:28]3)[CH:9]=2)=[CH:5][C:4]=1[N+:21]([O-:23])=[O:22], predict the reactants needed to synthesize it. The reactants are: [CH3:1][NH:2][C:3]1[CH:20]=[CH:19][C:6]([O:7][C:8]2[CH:13]=[CH:12][N:11]=[C:10]([NH:14][C:15](=[O:18])[CH2:16]Cl)[CH:9]=2)=[CH:5][C:4]=1[N+:21]([O-:23])=[O:22].[CH2:24]([N:26]1[CH2:31][CH2:30][NH:29][CH2:28][CH2:27]1)[CH3:25].C(=O)([O-])[O-].[K+].[K+]. (4) The reactants are: [F:1][C:2]1[C:9]([OH:10])=[CH:8][CH:7]=[CH:6][C:3]=1[CH:4]=[O:5].[H-].[Na+].[CH2:13](Br)[C:14]1[CH:19]=[CH:18][CH:17]=[CH:16][CH:15]=1. Given the product [F:1][C:2]1[C:9]([O:10][CH2:13][C:14]2[CH:19]=[CH:18][CH:17]=[CH:16][CH:15]=2)=[CH:8][CH:7]=[CH:6][C:3]=1[CH:4]=[O:5], predict the reactants needed to synthesize it. (5) The reactants are: [Br:1][C:2]1[CH:3]=[C:4]([CH:16]=[CH:17][C:18]=1[Cl:19])[C:5]([N:7]([C:9]1[CH:14]=[CH:13][CH:12]=[CH:11][C:10]=1O)[CH3:8])=[O:6].[C:20]([O-:23])([O-])=O.[K+].[K+]. Given the product [Br:1][C:2]1[CH:3]=[C:4]([CH:16]=[CH:17][C:18]=1[Cl:19])[C:5]([N:7]([C:9]1[CH:14]=[CH:13][CH:12]=[CH:11][C:10]=1[O:23][CH2:20][CH2:5][N:7]([CH3:9])[CH3:8])[CH3:8])=[O:6], predict the reactants needed to synthesize it. (6) Given the product [NH2:41][C:26]1[C:25]2[N:24]=[C:23]([CH2:36][CH2:37][CH2:38][CH3:39])[N:22]([CH2:21][CH2:20][CH2:19][OH:18])[C:34]=2[C:33]2[CH:32]=[CH:31][CH:30]=[CH:29][C:28]=2[N:27]=1, predict the reactants needed to synthesize it. The reactants are: C1(C)C=CC(S(Cl)(=O)=O)=CC=1.C([O:18][CH2:19][CH2:20][CH2:21][N:22]1[C:34]2[C:33]3[CH:32]=[CH:31][CH:30]=[CH:29][C:28]=3[N+:27]([O-])=[CH:26][C:25]=2[N:24]=[C:23]1[CH2:36][CH2:37][CH2:38][CH3:39])(=O)CCCC.[OH-].[NH4+:41].